This data is from Retrosynthesis with 50K atom-mapped reactions and 10 reaction types from USPTO. The task is: Predict the reactants needed to synthesize the given product. (1) Given the product CC(C)(C)OC(=O)NCCc1ccccc1, predict the reactants needed to synthesize it. The reactants are: CC(C)(C)OC(=O)OC(=O)OC(C)(C)C.NCCc1ccccc1. (2) Given the product O=C(CCc1cccc(O)c1)c1ccccc1, predict the reactants needed to synthesize it. The reactants are: O=C(C=Cc1cccc(O)c1)c1ccccc1.